This data is from Retrosynthesis with 50K atom-mapped reactions and 10 reaction types from USPTO. The task is: Predict the reactants needed to synthesize the given product. Given the product C=CCN1CCC2=C(C1)c1c(OC(=O)CCCN3CCCCC3)cc(C(C)C(C)CCCCC)cc1OC2(CC)CC, predict the reactants needed to synthesize it. The reactants are: C=CCN1CCC2=C(C1)c1c(O)cc(C(C)C(C)CCCCC)cc1OC2(CC)CC.O=C(O)CCCN1CCCCC1.